From a dataset of Reaction yield outcomes from USPTO patents with 853,638 reactions. Predict the reaction yield, written as a fraction of the theoretical maximum amount of product (1.0 means a 100% yield; for example, 0.34 means a 34% yield). (1) The reactants are C[O:2][C:3]1[CH:12]=[C:11]([CH3:13])[C:10]2[NH:9][C:8](=[O:14])[C:7]3[S:15][CH:16]=[CH:17][C:6]=3[C:5]=2[C:4]=1[C:18]1[CH:23]=[CH:22][C:21]([C@@H:24]([CH3:35])[CH2:25][N:26](C)C(=O)OC(C)(C)C)=[CH:20][CH:19]=1.B(Br)(Br)[Br:37]. No catalyst specified. The product is [BrH:37].[NH2:26][CH2:25][C@@H:24]([C:21]1[CH:20]=[CH:19][C:18]([C:4]2[C:5]3[C:6]4[CH:17]=[CH:16][S:15][C:7]=4[C:8](=[O:14])[NH:9][C:10]=3[C:11]([CH3:13])=[CH:12][C:3]=2[OH:2])=[CH:23][CH:22]=1)[CH3:35]. The yield is 0.730. (2) The yield is 0.310. The reactants are [NH2:1][C:2]1[N:3]=[C:4]([CH3:27])[C:5]2=[C:6]([CH2:8][C@H:9]([C:19]3[CH:24]=[CH:23][C:22]([F:25])=[CH:21][C:20]=3Br)[NH:10]/[C:11]/2=[N:12]\[O:13][CH2:14][C:15]([O:17]C)=[O:16])[N:7]=1.[CH3:28][O:29][C:30]1[N:35]=[C:34](B2OCCN(C3C=CC=CC=3)CCO2)[CH:33]=[CH:32][CH:31]=1.C([O-])([O-])=O.[Na+].[Na+]. The product is [NH2:1][C:2]1[N:3]=[C:4]([CH3:27])[C:5]2=[C:6]([CH2:8][C@H:9]([C:19]3[CH:24]=[CH:23][C:22]([F:25])=[CH:21][C:20]=3[C:34]3[CH:33]=[CH:32][CH:31]=[C:30]([O:29][CH3:28])[N:35]=3)[NH:10]/[C:11]/2=[N:12]\[O:13][CH2:14][C:15]([OH:17])=[O:16])[N:7]=1. The catalyst is CC(N(C)C)=O.C1C=CC(P(C2C=CC=CC=2)[C-]2C=CC=C2)=CC=1.C1C=CC(P(C2C=CC=CC=2)[C-]2C=CC=C2)=CC=1.Cl[Pd]Cl.[Fe+2].